This data is from Acute oral toxicity (LD50) regression data from Zhu et al.. The task is: Regression/Classification. Given a drug SMILES string, predict its toxicity properties. Task type varies by dataset: regression for continuous values (e.g., LD50, hERG inhibition percentage) or binary classification for toxic/non-toxic outcomes (e.g., AMES mutagenicity, cardiotoxicity, hepatotoxicity). Dataset: ld50_zhu. (1) The compound is CN(C)N=Nc1ccc(Cl)cc1. The rat oral LD50 is 2.71, given as -log10 of the dose in mol/kg body weight (higher means more acutely toxic). (2) The rat oral LD50 is 0.477, given as -log10 of the dose in mol/kg body weight (higher means more acutely toxic). The compound is CCCCCC. (3) The rat oral LD50 is 2.35, given as -log10 of the dose in mol/kg body weight (higher means more acutely toxic). The compound is CC1=CCC2CC(CC3(CCC(C)C(C(C)C)O3)O2)OC(=O)C2C=C(C)C(O)C3OCC(=CC=CC(C)C1)C23O. (4) The molecule is C=CCOC=C. The rat oral LD50 is 2.19, given as -log10 of the dose in mol/kg body weight (higher means more acutely toxic). (5) The molecule is CCCOP(=S)(CC)SCN1C(=O)c2ccccc2C1=O. The rat oral LD50 is 4.24, given as -log10 of the dose in mol/kg body weight (higher means more acutely toxic). (6) The drug is CC(C)c1cccc(C(C)C)c1O. The rat oral LD50 is 2.55, given as -log10 of the dose in mol/kg body weight (higher means more acutely toxic).